Dataset: Forward reaction prediction with 1.9M reactions from USPTO patents (1976-2016). Task: Predict the product of the given reaction. Given the reactants [F:1][C:2]([F:25])([F:24])[C:3]1[CH:4]=[C:5]([C:13]2[N:17]=[CH:16][N:15](/[CH:18]=[C:19](/[Br:23])\[C:20]([OH:22])=O)[N:14]=2)[CH:6]=[C:7]([C:9]([F:12])([F:11])[F:10])[CH:8]=1.ClC(OCC(C)C)=O.C[N:35]1CCOCC1, predict the reaction product. The product is: [F:10][C:9]([F:11])([F:12])[C:7]1[CH:6]=[C:5]([C:13]2[N:17]=[CH:16][N:15](/[CH:18]=[C:19](/[Br:23])\[C:20]([NH2:35])=[O:22])[N:14]=2)[CH:4]=[C:3]([C:2]([F:24])([F:1])[F:25])[CH:8]=1.